Predict the reaction yield, written as a fraction of the theoretical maximum amount of product (1.0 means a 100% yield; for example, 0.34 means a 34% yield). From a dataset of Reaction yield outcomes from USPTO patents with 853,638 reactions. (1) No catalyst specified. The reactants are OC1C=C(N[C:9]2[N:14]=[C:13]([NH:15][C:16]3[CH:21]=[CH:20][CH:19]=[C:18]([OH:22])[CH:17]=3)[C:12]([F:23])=[CH:11][N:10]=2)C=CC=1.[OH:24][C:25]1[C:26]([CH3:32])=[C:27]([CH:29]=[CH:30][CH:31]=1)[NH2:28].Cl[C:34]1N=C(Cl)C(F)=CN=1. The yield is 0.880. The product is [OH:24][C:25]1[C:26]([CH3:32])=[C:27]([NH:28][C:9]2[N:14]=[C:13]([NH:15][C:16]3[CH:21]=[CH:20][CH:19]=[C:18]([OH:22])[C:17]=3[CH3:34])[C:12]([F:23])=[CH:11][N:10]=2)[CH:29]=[CH:30][CH:31]=1. (2) The reactants are [CH:1]1([CH2:7][CH:8]([C:10]2[CH:15]=[CH:14][C:13]([C:16]3[CH:21]=[CH:20][C:19]([C:22]([F:25])([F:24])[F:23])=[CH:18][CH:17]=3)=[CH:12][CH:11]=2)[OH:9])[CH2:6][CH2:5][CH2:4][CH2:3][CH2:2]1.[CH3:26][O:27][C:28](=[O:41])[CH2:29][CH2:30][NH:31][C:32](=[O:40])[C:33]1[CH:38]=[CH:37][C:36](O)=[CH:35][CH:34]=1.C1(P(C2C=CC=CC=2)C2C=CC=CC=2)C=CC=CC=1.N(C(N1CCCCC1)=O)=NC(N1CCCCC1)=O. The catalyst is C1(C)C=CC=CC=1. The product is [CH3:26][O:27][C:28](=[O:41])[CH2:29][CH2:30][NH:31][C:32](=[O:40])[C:33]1[CH:38]=[CH:37][C:36]([O:9][CH:8]([C:10]2[CH:15]=[CH:14][C:13]([C:16]3[CH:21]=[CH:20][C:19]([C:22]([F:23])([F:24])[F:25])=[CH:18][CH:17]=3)=[CH:12][CH:11]=2)[CH2:7][CH:1]2[CH2:6][CH2:5][CH2:4][CH2:3][CH2:2]2)=[CH:35][CH:34]=1. The yield is 0.310. (3) The reactants are [H-].[Na+].[CH3:3][C:4]1[CH:9]=[C:8]([CH3:10])[N:7]=[C:6]([N:11]2[CH2:22][CH2:21][C:14]3([O:19][CH2:18][CH2:17][NH:16][C:15]3=[O:20])[CH2:13][CH2:12]2)[N:5]=1.[Br:23][C:24]1[CH:29]=[CH:28][CH:27]=[CH:26][C:25]=1[CH2:30]Br. The catalyst is C1COCC1.CCCC[N+](CCCC)(CCCC)CCCC.[I-]. The product is [Br:23][C:24]1[CH:29]=[CH:28][CH:27]=[CH:26][C:25]=1[CH2:30][N:16]1[C:15](=[O:20])[C:14]2([CH2:13][CH2:12][N:11]([C:6]3[N:5]=[C:4]([CH3:3])[CH:9]=[C:8]([CH3:10])[N:7]=3)[CH2:22][CH2:21]2)[O:19][CH2:18][CH2:17]1. The yield is 0.640. (4) The reactants are [C:1]([OH:10])(=[O:9])[C:2]1[CH:7]=[CH:6][CH:5]=[N+:4]([O-])[CH:3]=1.[C-]#N.[Na+].[CH2:14]([N:16](CC)CC)C.C[Si](Cl)(C)C. The catalyst is CN(C=O)C. The product is [C:14]([C:5]1[CH:6]=[CH:7][C:2]([C:1]([OH:10])=[O:9])=[CH:3][N:4]=1)#[N:16]. The yield is 0.220. (5) The reactants are Br[C:2]1[C:7]([CH3:8])=[CH:6][CH:5]=[CH:4][N:3]=1.[Li]CCCC.[CH2:14]([Sn:18](Cl)([CH2:23][CH2:24][CH2:25][CH3:26])[CH2:19][CH2:20][CH2:21][CH3:22])[CH2:15][CH2:16][CH3:17].CCOC(C)=O. The catalyst is C1COCC1. The product is [CH3:8][C:7]1[C:2]([Sn:18]([CH2:19][CH2:20][CH2:21][CH3:22])([CH2:23][CH2:24][CH2:25][CH3:26])[CH2:14][CH2:15][CH2:16][CH3:17])=[N:3][CH:4]=[CH:5][CH:6]=1. The yield is 0.270.